From a dataset of Forward reaction prediction with 1.9M reactions from USPTO patents (1976-2016). Predict the product of the given reaction. Given the reactants [O:1]([C:8]1[CH:22]=[CH:21][C:11]([O:12][C@@H:13]2[CH:18]3[CH2:19][CH2:20][N:15]([CH2:16][CH2:17]3)[CH2:14]2)=[CH:10][CH:9]=1)[C:2]1[CH:7]=[CH:6][CH:5]=[CH:4][CH:3]=1.[ClH:23], predict the reaction product. The product is: [ClH:23].[O:1]([C:8]1[CH:22]=[CH:21][C:11]([O:12][C@@H:13]2[CH:18]3[CH2:17][CH2:16][N:15]([CH2:20][CH2:19]3)[CH2:14]2)=[CH:10][CH:9]=1)[C:2]1[CH:3]=[CH:4][CH:5]=[CH:6][CH:7]=1.